From a dataset of Reaction yield outcomes from USPTO patents with 853,638 reactions. Predict the reaction yield, written as a fraction of the theoretical maximum amount of product (1.0 means a 100% yield; for example, 0.34 means a 34% yield). (1) The reactants are [S:1]1[CH:5]=[CH:4][CH:3]=[C:2]1[CH2:6][OH:7].[C:8]([C:10]1[CH:15]=[CH:14][C:13]([N:16]=[C:17]=[O:18])=[CH:12][CH:11]=1)#[N:9].C(N(CC)CC)C. The catalyst is ClCCl.C(OCC)(=O)C. The product is [S:1]1[CH:5]=[CH:4][CH:3]=[C:2]1[CH2:6][O:7][C:17](=[O:18])[NH:16][C:13]1[CH:12]=[CH:11][C:10]([C:8]#[N:9])=[CH:15][CH:14]=1. The yield is 0.773. (2) The reactants are [NH2:1][CH:2]1[CH2:5][N:4]([C:6]([O:8][C:9]([CH3:12])([CH3:11])[CH3:10])=[O:7])[CH2:3]1.Br[CH2:14][C:15]([O:17][CH2:18][CH3:19])=[O:16].C(=O)([O-])[O-].[K+].[K+]. The catalyst is CC#N. The product is [CH2:18]([O:17][C:15](=[O:16])[CH2:14][NH:1][CH:2]1[CH2:3][N:4]([C:6]([O:8][C:9]([CH3:12])([CH3:11])[CH3:10])=[O:7])[CH2:5]1)[CH3:19]. The yield is 0.810. (3) The reactants are [Br:1][C:2]1[C:10]([CH3:11])=[CH:9][CH:8]=[CH:7][C:3]=1[C:4]([OH:6])=[O:5].C([O-])([O-])=O.[K+].[K+].[CH2:18](Cl)[C:19]1[CH:24]=[CH:23][CH:22]=[CH:21][CH:20]=1. The catalyst is CN(C=O)C. The product is [Br:1][C:2]1[C:10]([CH3:11])=[CH:9][CH:8]=[CH:7][C:3]=1[C:4]([O:6][CH2:18][C:19]1[CH:24]=[CH:23][CH:22]=[CH:21][CH:20]=1)=[O:5]. The yield is 1.00. (4) The reactants are [C:1]([C:4]1[CH:9]=[CH:8][CH:7]=[CH:6][CH:5]=1)(=O)[CH3:2].[NH2:10][C:11]1[S:12]/[C:13](=[CH:17]\[C:18]2[CH:23]=[C:22]([O:24][CH3:25])[C:21]([OH:26])=[C:20]([F:27])[CH:19]=2)/[C:14](=[O:16])[N:15]=1. The catalyst is C(#N)C.C(O)C.O1CCCC1.O. The product is [F:27][C:20]1[CH:19]=[C:18](/[CH:17]=[C:13]2/[C:14](=[O:16])[N:15]3[CH:2]=[C:1]([C:4]4[CH:9]=[CH:8][CH:7]=[CH:6][CH:5]=4)[N:10]=[C:11]3[S:12]/2)[CH:23]=[C:22]([O:24][CH3:25])[C:21]=1[OH:26]. The yield is 0.0800.